From a dataset of Experimentally validated miRNA-target interactions with 360,000+ pairs, plus equal number of negative samples. Binary Classification. Given a miRNA mature sequence and a target amino acid sequence, predict their likelihood of interaction. The miRNA is hsa-miR-548ai with sequence AAAGGUAAUUGCAGUUUUUCCC. The protein sequence of the target gene is MHLPGCAPAMADGSFSLAGHLLRSPGGSTSRLHSIEAILGFTKDDGILGTFPAERGARGAKERDRRLGARPACPKAPEEGSEPSPPPAPAPAPEYEAPRPYCPKEPGEARPSPGLPVGPATGEAKLSEEEQPKKKHRRNRTTFTTYQLHELERAFEKSHYPDVYSREELAGKVNLPEVRVQVWFQNRRAKWRRQEKLEVSSMKLQDSPLLSFSRSPPSATLSPLGAGPGSGGGPAGGALPLESWLGPPLPGGGATALQSLPGFGPPAQSLPASYTPPPPPPPFLNSPPLGPGLQPLAPPP.... Result: 0 (no interaction).